This data is from Catalyst prediction with 721,799 reactions and 888 catalyst types from USPTO. The task is: Predict which catalyst facilitates the given reaction. (1) The catalyst class is: 15. Product: [CH3:1][O:2][C:3]1[CH:4]=[C:5]([NH:15][C:16]2[N:20]=[C:19]3[N:21]=[CH:26][C:25]([C:24]#[N:23])=[C:28]([C:29]4[CH:34]=[CH:33][CH:32]=[CH:31][C:30]=4[CH3:35])[N:18]3[N:17]=2)[CH:6]=[CH:7][C:8]=1[N:9]1[CH:13]=[C:12]([CH3:14])[N:11]=[CH:10]1. Reactant: [CH3:1][O:2][C:3]1[CH:4]=[C:5]([NH:15][C:16]2[NH:20][C:19]([NH2:21])=[N:18][N:17]=2)[CH:6]=[CH:7][C:8]=1[N:9]1[CH:13]=[C:12]([CH3:14])[N:11]=[CH:10]1.C[N:23](C)/[CH:24]=[C:25](/[C:28](=O)[C:29]1[CH:34]=[CH:33][CH:32]=[CH:31][C:30]=1[CH3:35])\[C:26]#N. (2) Reactant: [N:1]1([C:7]2[CH:12]=[CH:11][C:10]([C:13](=[O:15])[CH3:14])=[CH:9][CH:8]=2)[CH2:6][CH2:5][CH2:4][CH2:3][CH2:2]1.C[Si]([N-][Si](C)(C)C)(C)C.[Li+].Cl[Si](C)(C)C.[Br:31]NC(=O)CCC(N)=O. Product: [Br:31][CH2:14][C:13]([C:10]1[CH:11]=[CH:12][C:7]([N:1]2[CH2:6][CH2:5][CH2:4][CH2:3][CH2:2]2)=[CH:8][CH:9]=1)=[O:15]. The catalyst class is: 56.